Dataset: Reaction yield outcomes from USPTO patents with 853,638 reactions. Task: Predict the reaction yield, written as a fraction of the theoretical maximum amount of product (1.0 means a 100% yield; for example, 0.34 means a 34% yield). The reactants are [Cl-].O[NH3+:3].[C:4](=[O:7])([O-])[OH:5].[Na+].CS(C)=O.[O:13]1[C:17]2[CH:18]=[CH:19][C:20]([N:22]3[C:27](=[O:28])[C:26]([CH2:29][C:30]4[CH:35]=[CH:34][C:33]([C:36]5[C:37]([C:42]#[N:43])=[CH:38][CH:39]=[CH:40][CH:41]=5)=[CH:32][CH:31]=4)=[C:25]([CH2:44][CH2:45][CH3:46])[N:24]=[C:23]3[CH2:47][CH3:48])=[CH:21][C:16]=2[CH2:15][CH2:14]1. The catalyst is C(OCC)(=O)C. The product is [O:13]1[C:17]2[CH:18]=[CH:19][C:20]([N:22]3[C:27](=[O:28])[C:26]([CH2:29][C:30]4[CH:35]=[CH:34][C:33]([C:36]5[CH:41]=[CH:40][CH:39]=[CH:38][C:37]=5[C:42]5[NH:3][C:4](=[O:7])[O:5][N:43]=5)=[CH:32][CH:31]=4)=[C:25]([CH2:44][CH2:45][CH3:46])[N:24]=[C:23]3[CH2:47][CH3:48])=[CH:21][C:16]=2[CH2:15][CH2:14]1. The yield is 0.480.